This data is from Peptide-MHC class I binding affinity with 185,985 pairs from IEDB/IMGT. The task is: Regression. Given a peptide amino acid sequence and an MHC pseudo amino acid sequence, predict their binding affinity value. This is MHC class I binding data. The peptide sequence is ALGIICSAL. The MHC is HLA-A69:01 with pseudo-sequence HLA-A69:01. The binding affinity (normalized) is 0.0847.